This data is from Reaction yield outcomes from USPTO patents with 853,638 reactions. The task is: Predict the reaction yield, written as a fraction of the theoretical maximum amount of product (1.0 means a 100% yield; for example, 0.34 means a 34% yield). The reactants are [NH2:1][C:2]1[CH:3]=[C:4]([C:8]2[CH:9]=[C:10]3[C:14](=[CH:15][CH:16]=2)[CH2:13][CH:12]([NH:17][S:18]([CH:21]([CH3:23])[CH3:22])(=[O:20])=[O:19])[CH2:11]3)[CH:5]=[CH:6][CH:7]=1.C(N(C(C)C)CC)(C)C.[CH2:33]([N:35]=[C:36]=[O:37])[CH3:34]. The catalyst is ClCCl. The product is [CH2:33]([NH:35][C:36]([NH:1][C:2]1[CH:3]=[C:4]([C:8]2[CH:9]=[C:10]3[C:14](=[CH:15][CH:16]=2)[CH2:13][CH:12]([NH:17][S:18]([CH:21]([CH3:23])[CH3:22])(=[O:20])=[O:19])[CH2:11]3)[CH:5]=[CH:6][CH:7]=1)=[O:37])[CH3:34]. The yield is 0.240.